From a dataset of Catalyst prediction with 721,799 reactions and 888 catalyst types from USPTO. Predict which catalyst facilitates the given reaction. (1) The catalyst class is: 21. Reactant: [OH:1][C:2]1[CH:3]=[C:4]([C:12]([O:14][CH3:15])=[O:13])[CH:5]=[C:6]([CH:11]=1)[C:7]([O:9][CH3:10])=[O:8].C([O-])([O-])=O.[K+].[K+].Cl[CH2:23][O:24][CH2:25][CH3:26]. Product: [CH2:25]([O:24][CH2:23][O:1][C:2]1[CH:11]=[C:6]([C:7]([O:9][CH3:10])=[O:8])[CH:5]=[C:4]([CH:3]=1)[C:12]([O:14][CH3:15])=[O:13])[CH3:26]. (2) Reactant: Br[CH2:2][C:3]([NH:5][C@@H:6]([CH3:30])[C:7]([O:9][CH2:10][N:11]1[C:16](=[O:17])[CH2:15][CH2:14][CH:13]([N:18]2[C:26](=[O:27])[C:25]3[C:20](=[CH:21][CH:22]=[CH:23][CH:24]=3)[C:19]2=[O:28])[C:12]1=[O:29])=[O:8])=[O:4].[CH2:31]([NH:33][CH2:34][CH3:35])[CH3:32]. Product: [CH2:31]([N:33]([CH2:34][CH3:35])[CH2:2][C:3]([NH:5][C@@H:6]([CH3:30])[C:7]([O:9][CH2:10][N:11]1[C:16](=[O:17])[CH2:15][CH2:14][CH:13]([N:18]2[C:26](=[O:27])[C:25]3[C:20](=[CH:21][CH:22]=[CH:23][CH:24]=3)[C:19]2=[O:28])[C:12]1=[O:29])=[O:8])=[O:4])[CH3:32]. The catalyst class is: 2. (3) Reactant: Cl.[NH:2]1[C:6]2[CH:7]=[CH:8][CH:9]=[CH:10][C:5]=2[N:4]=[C:3]1[C:11]([N:13]1[CH2:16][CH:15]([C:17]2[C:22]([C:23]3[CH2:24][CH2:25][NH:26][CH2:27][CH:28]=3)=[N:21][CH:20]=[CH:19][N:18]=2)[CH2:14]1)=[O:12].CCN(CC)CC.[C:36](Cl)(=[O:38])[CH3:37]. Product: [NH:2]1[C:6]2[CH:7]=[CH:8][CH:9]=[CH:10][C:5]=2[N:4]=[C:3]1[C:11]([N:13]1[CH2:14][CH:15]([C:17]2[C:22]([C:23]3[CH2:24][CH2:25][N:26]([C:36](=[O:38])[CH3:37])[CH2:27][CH:28]=3)=[N:21][CH:20]=[CH:19][N:18]=2)[CH2:16]1)=[O:12]. The catalyst class is: 2. (4) Reactant: C([N:8]1[C:17]2[C:16]3[CH:18]=[CH:19][CH:20]=[CH:21][C:15]=3[N:14]([C:22]([C:24]3[CH:29]=[CH:28][C:27]([O:30][CH2:31][CH2:32][CH2:33][N:34]4[CH2:39][CH2:38][N:37]([CH2:40][CH2:41][C:42]([CH3:45])([CH3:44])[CH3:43])[CH2:36][CH2:35]4)=[C:26]([F:46])[CH:25]=3)=[O:23])[CH2:13][CH2:12][C:11]=2[N:10]=[C:9]1[CH3:47])C1C=CC=CC=1.C(O)(=O)C. Product: [CH3:43][C:42]([CH3:45])([CH3:44])[CH2:41][CH2:40][N:37]1[CH2:36][CH2:35][N:34]([CH2:33][CH2:32][CH2:31][O:30][C:27]2[CH:28]=[CH:29][C:24]([C:22]([N:14]3[CH2:13][CH2:12][C:11]4[N:10]=[C:9]([CH3:47])[NH:8][C:17]=4[C:16]4[CH:18]=[CH:19][CH:20]=[CH:21][C:15]3=4)=[O:23])=[CH:25][C:26]=2[F:46])[CH2:39][CH2:38]1. The catalyst class is: 293.